Dataset: Full USPTO retrosynthesis dataset with 1.9M reactions from patents (1976-2016). Task: Predict the reactants needed to synthesize the given product. (1) Given the product [CH2:27]([N:29]([CH2:34][CH3:35])[C:30](=[O:33])[CH2:31][O:17][C:14]1[CH:15]=[CH:16][C:11]([S:8]([C:3]2[CH:2]=[CH:1][C:6]([OH:7])=[CH:5][CH:4]=2)(=[O:10])=[O:9])=[CH:12][CH:13]=1)[CH3:28], predict the reactants needed to synthesize it. The reactants are: [CH:1]1[C:6]([OH:7])=[CH:5][CH:4]=[C:3]([S:8]([C:11]2[CH:16]=[CH:15][C:14]([OH:17])=[CH:13][CH:12]=2)(=[O:10])=[O:9])[CH:2]=1.C(#N)C.C(=O)([O-])[O-].[K+].[K+].[CH2:27]([N:29]([CH2:34][CH3:35])[C:30](=[O:33])[CH2:31]Cl)[CH3:28]. (2) Given the product [Cl:1][C:2]1[CH:7]=[CH:6][CH:5]=[CH:4][C:3]=1[C:8]1[CH:9]=[N:10][C:11]2[N:12]([N:21]=[CH:22][C:23]=2[C:24](=[O:34])[NH:25][C:26]2([C:32]3[NH:37][N:36]=[N:35][N:33]=3)[CH2:31][CH2:30][CH2:29][CH2:28][CH2:27]2)[C:13]=1[C:14]1[CH:15]=[CH:16][C:17]([Cl:20])=[CH:18][CH:19]=1, predict the reactants needed to synthesize it. The reactants are: [Cl:1][C:2]1[CH:7]=[CH:6][CH:5]=[CH:4][C:3]=1[C:8]1[CH:9]=[N:10][C:11]2[N:12]([N:21]=[CH:22][C:23]=2[C:24](=[O:34])[NH:25][C:26]2([C:32]#[N:33])[CH2:31][CH2:30][CH2:29][CH2:28][CH2:27]2)[C:13]=1[C:14]1[CH:19]=[CH:18][C:17]([Cl:20])=[CH:16][CH:15]=1.[N-:35]=[N+:36]=[N-:37].[Na+].Cl.C(N(CC)CC)C. (3) Given the product [BrH:23].[CH3:1][NH:2][CH2:13][C:14]1([C:20]([OH:22])=[O:21])[CH2:15][CH2:16][O:17][CH2:18][CH2:19]1, predict the reactants needed to synthesize it. The reactants are: [CH3:1][N:2]([CH2:13][C:14]1([C:20]([OH:22])=[O:21])[CH2:19][CH2:18][O:17][CH2:16][CH2:15]1)S(C1C=CC(C)=CC=1)(=O)=O.[BrH:23].